Dataset: Full USPTO retrosynthesis dataset with 1.9M reactions from patents (1976-2016). Task: Predict the reactants needed to synthesize the given product. Given the product [Cl:14][C:15]1[CH:16]=[C:17]([C:7]2[C:5]([NH2:6])=[CH:4][CH:3]=[C:2]([F:1])[CH:8]=2)[CH:18]=[CH:19][C:20]=1[Cl:21], predict the reactants needed to synthesize it. The reactants are: [F:1][C:2]1[CH:8]=[CH:7][C:5]([NH2:6])=[CH:4][CH:3]=1.F[B-](F)(F)F.[Cl:14][C:15]1[CH:16]=[C:17]([N+]#N)[CH:18]=[CH:19][C:20]=1[Cl:21].O.